Dataset: Forward reaction prediction with 1.9M reactions from USPTO patents (1976-2016). Task: Predict the product of the given reaction. (1) Given the reactants [Cl:1][C:2]1[CH:31]=[C:30]([OH:32])[CH:29]=[C:28]([Cl:33])[C:3]=1[CH2:4][C@@H:5]1[CH2:9][CH2:8][N:7]([N:10]2[CH2:15][CH2:14][CH:13]([O:16][Si:17]([CH:24]([CH3:26])[CH3:25])([CH:21]([CH3:23])[CH3:22])[CH:18]([CH3:20])[CH3:19])[CH2:12][CH2:11]2)[C:6]1=[O:27].N1C=CC=CC=1.[F:40][C:41]([F:54])([F:53])[S:42](O[S:42]([C:41]([F:54])([F:53])[F:40])(=[O:44])=[O:43])(=[O:44])=[O:43], predict the reaction product. The product is: [Cl:1][C:2]1[CH:31]=[C:30]([O:32][S:42]([C:41]([F:54])([F:53])[F:40])(=[O:44])=[O:43])[CH:29]=[C:28]([Cl:33])[C:3]=1[CH2:4][C@@H:5]1[CH2:9][CH2:8][N:7]([N:10]2[CH2:11][CH2:12][CH:13]([O:16][Si:17]([CH:18]([CH3:19])[CH3:20])([CH:21]([CH3:22])[CH3:23])[CH:24]([CH3:26])[CH3:25])[CH2:14][CH2:15]2)[C:6]1=[O:27]. (2) Given the reactants ClC(Cl)(Cl)C([N:5]1[CH2:10][CH2:9][N:8]([C:11]2[CH:16]=[C:15]([S:17]([N:20]3[C:28]4[C:23](=[CH:24][C:25]([Cl:29])=[CH:26][CH:27]=4)[CH:22]=[CH:21]3)(=[O:19])=[O:18])[CH:14]=[CH:13][C:12]=2[O:30][CH3:31])[CH2:7][CH2:6]1)=O.[OH-].[K+], predict the reaction product. The product is: [Cl:29][C:25]1[CH:24]=[C:23]2[C:28](=[CH:27][CH:26]=1)[N:20]([S:17]([C:15]1[CH:14]=[CH:13][C:12]([O:30][CH3:31])=[C:11]([N:8]3[CH2:7][CH2:6][NH:5][CH2:10][CH2:9]3)[CH:16]=1)(=[O:19])=[O:18])[CH:21]=[CH:22]2. (3) Given the reactants Cl[C:2]1[C:3]2[C:10]([C:11]3[CH:16]=[CH:15][CH:14]=[CH:13][CH:12]=3)=[C:9]([C:17]([O:19][CH3:20])=[O:18])[S:8][C:4]=2[N:5]=[CH:6][N:7]=1.C(N(C(C)C)CC)(C)C.[N:30]1([CH2:35][CH2:36][O:37][CH2:38][CH:39]2[CH2:44][CH2:43][NH:42][CH2:41][CH2:40]2)[CH2:34][CH2:33][CH2:32][CH2:31]1, predict the reaction product. The product is: [C:11]1([C:10]2[C:3]3[C:2]([N:42]4[CH2:43][CH2:44][CH:39]([CH2:38][O:37][CH2:36][CH2:35][N:30]5[CH2:34][CH2:33][CH2:32][CH2:31]5)[CH2:40][CH2:41]4)=[N:7][CH:6]=[N:5][C:4]=3[S:8][C:9]=2[C:17]([O:19][CH3:20])=[O:18])[CH:16]=[CH:15][CH:14]=[CH:13][CH:12]=1. (4) Given the reactants [Cl:1][C:2]1[C:3]([F:31])=[C:4]([C@@H:8]2[C@:12]([C:15]3[C:20]([F:21])=[CH:19][C:18]([Cl:22])=[CH:17][N:16]=3)([C:13]#[N:14])[C@H:11]([CH2:23][C:24]([CH3:27])([CH3:26])[CH3:25])[NH:10][C@H:9]2[C:28]([OH:30])=O)[CH:5]=[CH:6][CH:7]=1.CCN(C(C)C)C(C)C.[NH2:41][C:42]1[CH:51]=[CH:50][C:45]([C:46]([O:48][CH3:49])=[O:47])=[CH:44][C:43]=1[O:52][CH3:53], predict the reaction product. The product is: [CH3:49][O:48][C:46](=[O:47])[C:45]1[CH:50]=[CH:51][C:42]([NH:41][C:28]([C@H:9]2[C@H:8]([C:4]3[CH:5]=[CH:6][CH:7]=[C:2]([Cl:1])[C:3]=3[F:31])[C@:12]([C:15]3[C:20]([F:21])=[CH:19][C:18]([Cl:22])=[CH:17][N:16]=3)([C:13]#[N:14])[C@H:11]([CH2:23][C:24]([CH3:27])([CH3:25])[CH3:26])[NH:10]2)=[O:30])=[C:43]([O:52][CH3:53])[CH:44]=1. (5) Given the reactants [CH3:1][O:2][C:3]1[CH:4]=[C:5](/[C:11](=[CH:14]/[C:15]2[CH:20]=[CH:19][C:18]([OH:21])=[CH:17][CH:16]=2)/[C:12]#[N:13])[CH:6]=[CH:7][C:8]=1[O:9][CH3:10].C(=O)([O-])[O-].[K+].[K+].Br[CH2:29][CH2:30][CH2:31][CH2:32][CH2:33][CH2:34][C:35]([O:37][CH2:38][CH3:39])=[O:36], predict the reaction product. The product is: [C:12](/[C:11](/[C:5]1[CH:6]=[CH:7][C:8]([O:9][CH3:10])=[C:3]([O:2][CH3:1])[CH:4]=1)=[CH:14]\[C:15]1[CH:16]=[CH:17][C:18]([O:21][CH2:29][CH2:30][CH2:31][CH2:32][CH2:33][CH2:34][C:35]([O:37][CH2:38][CH3:39])=[O:36])=[CH:19][CH:20]=1)#[N:13].